Dataset: Reaction yield outcomes from USPTO patents with 853,638 reactions. Task: Predict the reaction yield, written as a fraction of the theoretical maximum amount of product (1.0 means a 100% yield; for example, 0.34 means a 34% yield). (1) The reactants are C[O:2][C:3](=[O:37])[CH:4]=[CH:5][C:6]1[CH:11]=[CH:10][C:9]([C:12]2[CH:17]=[CH:16][C:15]([O:18][CH2:19][C:20]3[N:21]([C:28]4[C:33]([Cl:34])=[CH:32][CH:31]=[CH:30][C:29]=4[Cl:35])[N:22]=[CH:23][C:24]=3[CH:25]([CH3:27])[CH3:26])=[CH:14][C:13]=2[CH3:36])=[CH:8][CH:7]=1.[OH-].[Na+]. The yield is 0.300. The catalyst is O.C1COCC1.CO. The product is [Cl:34][C:33]1[CH:32]=[CH:31][CH:30]=[C:29]([Cl:35])[C:28]=1[N:21]1[C:20]([CH2:19][O:18][C:15]2[CH:16]=[CH:17][C:12]([C:9]3[CH:10]=[CH:11][C:6]([CH:5]=[CH:4][C:3]([OH:37])=[O:2])=[CH:7][CH:8]=3)=[C:13]([CH3:36])[CH:14]=2)=[C:24]([CH:25]([CH3:27])[CH3:26])[CH:23]=[N:22]1. (2) The product is [ClH:17].[CH3:1][C:2]1[N:7]=[C:6]([C:8]#[C:9][C:10]2[CH:11]=[CH:12][CH:13]=[CH:14][CH:15]=2)[C:5]([NH2:16])=[CH:4][CH:3]=1. The yield is 0.870. The reactants are [CH3:1][C:2]1[N:7]=[C:6]([C:8]#[C:9][C:10]2[CH:15]=[CH:14][CH:13]=[CH:12][CH:11]=2)[C:5]([NH2:16])=[CH:4][CH:3]=1.[ClH:17]. The catalyst is C(Cl)(Cl)Cl.C(OCC)C.